Dataset: Tyrosyl-DNA phosphodiesterase HTS with 341,365 compounds. Task: Binary Classification. Given a drug SMILES string, predict its activity (active/inactive) in a high-throughput screening assay against a specified biological target. (1) The molecule is S(=O)(=O)(N(Cc1oc(cc1)/C=C1\C(=O)N(c2cc(ccc2)C)C(=S)NC1=O)CCC#N)C. The result is 0 (inactive). (2) The compound is Brc1ccc(NC(=S)Nc2cc3OCCOc3cc2)cc1. The result is 0 (inactive). (3) The molecule is Brc1c(cc(S(=O)(=O)N2CCN(CC2)CC(=O)N(Cc2ccccc2)C)cc1)C. The result is 0 (inactive). (4) The compound is O=C1N(C(=C(C1)C(OC)=O)C)c1cc(ccc1)C(=O)C. The result is 0 (inactive). (5) The drug is Clc1cc(/C(=N\NC(=O)c2c3c(nc(c2)C)cccc3)C)ccc1. The result is 0 (inactive). (6) The result is 0 (inactive). The compound is s1c(NC(=O)c2cccnc2)nnc1SCC. (7) The result is 1 (active). The molecule is S(=O)(=O)(N)c1ccc(N\N=C2\C(=O)NC(=O)C=C2)cc1.